From a dataset of Full USPTO retrosynthesis dataset with 1.9M reactions from patents (1976-2016). Predict the reactants needed to synthesize the given product. (1) Given the product [NH2:18][S:19]([C:22]1[C:23]([Cl:44])=[CH:24][C:25]([NH:37][CH2:38][C:39]2[O:40][CH:41]=[CH:42][CH:43]=2)=[C:26]([CH:36]=1)[C:27]([O:29][CH2:30][CH2:31][CH2:32][C:33]([O:1][CH2:2][C@H:3]([NH:5][C@H:6]([CH3:17])[C@H:7]([C:9]1[CH:10]=[C:11]([F:16])[CH:12]=[C:13]([F:15])[CH:14]=1)[OH:8])[CH3:4])=[O:34])=[O:28])(=[O:20])=[O:21], predict the reactants needed to synthesize it. The reactants are: [OH:1][CH2:2][C@H:3]([NH:5][C@@H:6]([CH3:17])[C@@H:7]([C:9]1[CH:14]=[C:13]([F:15])[CH:12]=[C:11]([F:16])[CH:10]=1)[OH:8])[CH3:4].[NH2:18][S:19]([C:22]1[C:23]([Cl:44])=[CH:24][C:25]([NH:37][CH2:38][C:39]2[O:40][CH:41]=[CH:42][CH:43]=2)=[C:26]([CH:36]=1)[C:27]([O:29][CH2:30][CH2:31][CH2:32][C:33](O)=[O:34])=[O:28])(=[O:21])=[O:20].C1(C)C=CC(S(O)(=O)=O)=CC=1. (2) Given the product [CH:39]1([C:37]([NH:36][C:34]2[N:35]=[C:30]3[CH:29]=[CH:28][C:27]([O:26][C:25]4[CH:24]=[C:23]([NH:22][C:8]([C:3]5[N:2]([CH3:1])[CH:6]=[C:5]([CH3:7])[CH:4]=5)=[O:10])[CH:44]=[CH:43][CH:42]=4)=[CH:32][N:31]3[N:33]=2)=[O:38])[CH2:40][CH2:41]1, predict the reactants needed to synthesize it. The reactants are: [CH3:1][N:2]1[CH:6]=[C:5]([CH3:7])[CH:4]=[C:3]1[C:8]([OH:10])=O.O1CCCC1.C(Cl)(=O)C(Cl)=O.[NH2:22][C:23]1[CH:24]=[C:25]([CH:42]=[CH:43][CH:44]=1)[O:26][C:27]1[CH:28]=[CH:29][C:30]2[N:31]([N:33]=[C:34]([NH:36][C:37]([CH:39]3[CH2:41][CH2:40]3)=[O:38])[N:35]=2)[CH:32]=1. (3) The reactants are: C1C(=O)N([Br:8])C(=O)C1.[C:9]([O:13][C:14](=[O:21])[NH:15][C:16]1[CH:20]=[CH:19][S:18][CH:17]=1)([CH3:12])([CH3:11])[CH3:10]. Given the product [C:9]([O:13][C:14](=[O:21])[NH:15][C:16]1[CH:20]=[CH:19][S:18][C:17]=1[Br:8])([CH3:12])([CH3:10])[CH3:11], predict the reactants needed to synthesize it. (4) Given the product [O:29]1[CH2:30][CH2:31][N:32]([C:35]2[CH:36]=[CH:37][C:38]([NH:39][C:2]3[C:3]4[NH:19][N:18]=[CH:17][C:4]=4[N:5]=[C:6]([C:8]4[CH:9]=[C:10]5[NH:16][CH:15]=[CH:14][C:11]5=[N:12][CH:13]=4)[N:7]=3)=[CH:40][CH:41]=2)[CH2:33][CH2:34]1, predict the reactants needed to synthesize it. The reactants are: Cl[C:2]1[C:3]2[C:4](=[CH:17][N:18](CC3C=CC(OC)=CC=3)[N:19]=2)[N:5]=[C:6]([C:8]2[CH:9]=[C:10]3[NH:16][CH:15]=[CH:14][C:11]3=[N:12][CH:13]=2)[N:7]=1.[O:29]1[CH2:34][CH2:33][N:32]([C:35]2[CH:41]=[CH:40][C:38]([NH2:39])=[CH:37][CH:36]=2)[CH2:31][CH2:30]1.Cl.